Dataset: Reaction yield outcomes from USPTO patents with 853,638 reactions. Task: Predict the reaction yield, written as a fraction of the theoretical maximum amount of product (1.0 means a 100% yield; for example, 0.34 means a 34% yield). (1) The reactants are [C:1]([O:5][C:6]([N:8]1[CH2:20][CH2:19][C:18]2[C:17]3[C:12](=[CH:13][C:14](Br)=[CH:15][CH:16]=3)[N:11]([CH3:22])[C:10]=2[CH2:9]1)=[O:7])([CH3:4])([CH3:3])[CH3:2].[N:23]1[C:24]([CH2:32][O:33][C:34]2[CH:39]=[CH:38][NH:37][C:36](=[O:40])[CH:35]=2)=[CH:25][N:26]2[CH:31]=[CH:30][CH:29]=[CH:28][C:27]=12.C([O-])([O-])=O.[Cs+].[Cs+].OC1C=CC=C2C=1N=CC=C2. The catalyst is CS(C)=O.[Cu](I)I. The product is [C:1]([O:5][C:6]([N:8]1[CH2:20][CH2:19][C:18]2[C:17]3[C:12](=[CH:13][C:14]([N:37]4[CH:38]=[CH:39][C:34]([O:33][CH2:32][C:24]5[N:23]=[C:27]6[CH:28]=[CH:29][CH:30]=[CH:31][N:26]6[CH:25]=5)=[CH:35][C:36]4=[O:40])=[CH:15][CH:16]=3)[N:11]([CH3:22])[C:10]=2[CH2:9]1)=[O:7])([CH3:4])([CH3:3])[CH3:2]. The yield is 0.400. (2) The reactants are Cl[C:2](Cl)([O:4]C(=O)OC(Cl)(Cl)Cl)Cl.[F:13][C:14]([F:27])([F:26])[C:15]1[CH:24]=[C:23]2[C:18]([C@@H:19]([NH2:25])[CH2:20][CH2:21][O:22]2)=[CH:17][CH:16]=1.C(N(CC)C(C)C)(C)C.Cl.[Cl:38][C:39]1[CH:57]=[CH:56][C:42]([CH2:43][N:44]2[C:48]([C@H:49]3[CH2:53][CH2:52][CH2:51][NH:50]3)=[N:47][N:46]=[C:45]2[CH2:54][CH3:55])=[CH:41][CH:40]=1.C([O-])(O)=O.[Na+]. The catalyst is C(Cl)Cl.[Cl-].[Na+].O. The product is [Cl:38][C:39]1[CH:57]=[CH:56][C:42]([CH2:43][N:44]2[C:45]([CH2:54][CH3:55])=[N:46][N:47]=[C:48]2[C@H:49]2[CH2:53][CH2:52][CH2:51][N:50]2[C:2]([NH:25][C@@H:19]2[C:18]3[C:23](=[CH:24][C:15]([C:14]([F:13])([F:26])[F:27])=[CH:16][CH:17]=3)[O:22][CH2:21][CH2:20]2)=[O:4])=[CH:41][CH:40]=1. The yield is 0.920. (3) The reactants are [N:1]12[CH2:8][CH2:7][C:4]([C:9]([C:17]3[CH:22]=[CH:21][CH:20]=[CH:19][CH:18]=3)([C:11]3[CH:16]=[CH:15][CH:14]=[CH:13][CH:12]=3)[OH:10])([CH2:5][CH2:6]1)[CH2:3][CH2:2]2.[Br:23][C:24]1[CH:29]=[C:28]([Br:30])[CH:27]=[CH:26][C:25]=1[O:31][CH2:32][CH2:33]Br. The catalyst is CC#N. The product is [Br-:23].[Br:23][C:24]1[CH:29]=[C:28]([Br:30])[CH:27]=[CH:26][C:25]=1[O:31][CH2:32][CH2:33][N+:1]12[CH2:6][CH2:5][C:4]([C:9]([OH:10])([C:17]3[CH:22]=[CH:21][CH:20]=[CH:19][CH:18]=3)[C:11]3[CH:12]=[CH:13][CH:14]=[CH:15][CH:16]=3)([CH2:3][CH2:2]1)[CH2:7][CH2:8]2. The yield is 0.438. (4) The product is [CH3:2][CH:3]1[C:8](=[N:13][OH:14])[CH:7]2[CH2:10][CH2:11][N:4]1[CH2:5][CH2:6]2. The reactants are Cl.[CH3:2][CH:3]1[C:8](=O)[CH:7]2[CH2:10][CH2:11][N:4]1[CH2:5][CH2:6]2.Cl.[NH2:13][OH:14].O.[OH-].[Na+]. The yield is 0.960. The catalyst is CCO.N1C=CC=CC=1. (5) The reactants are C(OC(=O)[NH:10][C@@H:11]([CH2:35][OH:36])[C:12]([N:14]1[CH2:18][CH2:17][CH2:16][C@H:15]1[C:19]([N:21]1[CH2:25][CH2:24][CH2:23][C@H:22]1[C:26](=[O:34])[NH:27][C@@H:28]([CH2:32][OH:33])[C:29]([NH2:31])=[O:30])=[O:20])=[O:13])C1C=CC=CC=1. The catalyst is CO.[Pd]. The product is [NH2:31][C:29](=[O:30])[C@@H:28]([NH:27][C:26]([C@@H:22]1[CH2:23][CH2:24][CH2:25][N:21]1[C:19]([C@@H:15]1[CH2:16][CH2:17][CH2:18][N:14]1[C:12](=[O:13])[C@@H:11]([NH2:10])[CH2:35][OH:36])=[O:20])=[O:34])[CH2:32][OH:33]. The yield is 0.680.